From a dataset of Forward reaction prediction with 1.9M reactions from USPTO patents (1976-2016). Predict the product of the given reaction. (1) Given the reactants [C:1]1([CH:7]([Si:14](Cl)(Cl)[Cl:15])[C:8]2[CH:13]=[CH:12][CH:11]=[CH:10][CH:9]=2)[CH:6]=[CH:5][CH:4]=[CH:3][CH:2]=1.C[SiH](Cl)Cl, predict the reaction product. The product is: [C:1]1([CH:7]([SiH2:14][Cl:15])[C:8]2[CH:9]=[CH:10][CH:11]=[CH:12][CH:13]=2)[CH:2]=[CH:3][CH:4]=[CH:5][CH:6]=1. (2) Given the reactants [CH3:1][C:2]1([C:15](=[O:28])[NH:16][C:17]2[CH:22]=[CH:21][CH:20]=[C:19]([C:23]3[O:27][CH:26]=[N:25][CH:24]=3)[CH:18]=2)[CH2:7][CH2:6][N:5]([C:8](OC(C)(C)C)=O)[CH2:4][CH2:3]1.C(OC([N:36]1[CH2:41]CC(C)(C(O)=O)CC1)=O)(C)(C)C.[N:46]1[CH:51]=[CH:50][CH:49]=[CH:48][CH:47]=1.C(Cl)(=O)C(Cl)=O.O1C(C2C=C(C=CC=2)N)=C[N:60]=C1, predict the reaction product. The product is: [CH3:1][C:2]1([C:15]([NH:16][C:17]2[CH:22]=[CH:21][CH:20]=[C:19]([C:23]3[O:27][CH:26]=[N:25][CH:24]=3)[CH:18]=2)=[O:28])[CH2:3][CH2:4][N:5]([C:8]2[C:50]3[C:48]([CH3:49])=[CH:47][NH:46][C:51]=3[N:60]=[CH:41][N:36]=2)[CH2:6][CH2:7]1. (3) Given the reactants Br[CH2:2][CH2:3][CH2:4][CH2:5][CH2:6][C:7]1[C:13]2[CH:14]=[CH:15][C:16]([OH:18])=[CH:17][C:12]=2[CH2:11][CH2:10][CH2:9][C:8]=1[C:19]1[CH:24]=[CH:23][CH:22]=[CH:21][CH:20]=1.[CH3:25][NH:26][CH2:27][CH2:28][CH2:29][S:30]([CH2:32][CH2:33][CH2:34][C:35]([F:41])([F:40])[C:36]([F:39])([F:38])[F:37])=[O:31], predict the reaction product. The product is: [CH3:25][N:26]([CH2:27][CH2:28][CH2:29][S:30]([CH2:32][CH2:33][CH2:34][C:35]([F:41])([F:40])[C:36]([F:39])([F:38])[F:37])=[O:31])[CH2:2][CH2:3][CH2:4][CH2:5][CH2:6][C:7]1[C:13]2[CH:14]=[CH:15][C:16]([OH:18])=[CH:17][C:12]=2[CH2:11][CH2:10][CH2:9][C:8]=1[C:19]1[CH:24]=[CH:23][CH:22]=[CH:21][CH:20]=1. (4) Given the reactants [C:1]([OH:12])(=O)/[CH:2]=[CH:3]/[CH2:4][CH2:5][CH2:6][CH2:7][CH2:8][CH2:9][CH3:10].[CH2:13]([SH:18])[CH2:14][CH2:15][CH2:16][CH3:17], predict the reaction product. The product is: [C:1](=[O:12])([S:18][CH2:13][CH2:14][CH2:15][CH2:16][CH3:17])/[CH:2]=[CH:3]/[CH2:4][CH2:5][CH2:6][CH2:7][CH2:8][CH2:9][CH3:10]. (5) Given the reactants [C:1]1([C:7]([C:27]2[CH:32]=[CH:31][CH:30]=[CH:29][CH:28]=2)([C:21]2[CH:26]=[CH:25][CH:24]=[CH:23][CH:22]=2)[N:8]2[CH2:13][CH2:12][N:11]([C:14](OC(C)(C)C)=[O:15])[CH2:10][CH2:9]2)[CH:6]=[CH:5][CH:4]=[CH:3][CH:2]=1.CN(C)CCN(C)C.C([Li])(CC)C.C1CCCCC1.[CH:52]1([C:58]([CH:60]2[CH2:65][CH2:64][CH2:63][CH2:62][CH2:61]2)=[O:59])[CH2:57][CH2:56][CH2:55][CH2:54][CH2:53]1.[Cl-].[NH4+], predict the reaction product. The product is: [CH:60]1([C:58]2([CH:52]3[CH2:53][CH2:54][CH2:55][CH2:56][CH2:57]3)[CH:10]3[CH2:9][N:8]([C:7]([C:1]4[CH:6]=[CH:5][CH:4]=[CH:3][CH:2]=4)([C:27]4[CH:28]=[CH:29][CH:30]=[CH:31][CH:32]=4)[C:21]4[CH:22]=[CH:23][CH:24]=[CH:25][CH:26]=4)[CH2:13][CH2:12][N:11]3[C:14](=[O:15])[O:59]2)[CH2:61][CH2:62][CH2:63][CH2:64][CH2:65]1. (6) Given the reactants [CH2:1]([N:5]1[C:14]2[C:9](=[CH:10][CH:11]=[C:12]([C:15]([O:17][CH3:18])=[O:16])[CH:13]=2)[NH:8][CH2:7][C:6]1=O)[CH2:2][CH2:3][CH3:4].CSC.B, predict the reaction product. The product is: [CH2:1]([N:5]1[C:14]2[C:9](=[CH:10][CH:11]=[C:12]([C:15]([O:17][CH3:18])=[O:16])[CH:13]=2)[NH:8][CH2:7][CH2:6]1)[CH2:2][CH2:3][CH3:4]. (7) The product is: [Cl:8][C:9]1[CH:10]=[C:11]([N:12]2[C:4](=[O:5])[CH:3]=[CH:2][C:1]2=[O:7])[CH:13]=[CH:14][C:15]=1[F:16]. Given the reactants [C:1]1(=[O:7])O[C:4](=[O:5])[CH:3]=[CH:2]1.[Cl:8][C:9]1[CH:10]=[C:11]([CH:13]=[CH:14][C:15]=1[F:16])[NH2:12], predict the reaction product. (8) Given the reactants [O:1]1[CH2:6][CH2:5][N:4]([C:7]([NH:9][C@H:10]([C:15]([OH:17])=O)[CH2:11][CH:12]([CH3:14])[CH3:13])=[O:8])[CH2:3][CH2:2]1.CON(C)[C:21](=[O:32])[CH:22]([NH2:31])[CH2:23][CH2:24][C:25]1[CH:30]=[CH:29][CH:28]=[CH:27][CH:26]=1.C(Cl)CCl.C1C=CC2N(O)N=NC=2C=1.CCN(C(C)C)C(C)C, predict the reaction product. The product is: [O:1]1[CH2:2][CH2:3][N:4]([C:7]([NH:9][C@H:10]([C:15]([NH:31][C@@H:22]([CH2:23][CH2:24][C:25]2[CH:30]=[CH:29][CH:28]=[CH:27][CH:26]=2)[CH:21]=[O:32])=[O:17])[CH2:11][CH:12]([CH3:13])[CH3:14])=[O:8])[CH2:5][CH2:6]1.